This data is from Reaction yield outcomes from USPTO patents with 853,638 reactions. The task is: Predict the reaction yield, written as a fraction of the theoretical maximum amount of product (1.0 means a 100% yield; for example, 0.34 means a 34% yield). The yield is 0.470. The catalyst is O.C([O-])(=O)C.[Pd+2].C([O-])(=O)C.C1(P(C2C=CC=CC=2)[C-]2C=CC=C2)C=CC=CC=1.[C-]1(P(C2C=CC=CC=2)C2C=CC=CC=2)C=CC=C1.[Fe+2].CS(C)=O.C(O)C. The product is [OH:30][C@H:27]1[CH2:28][CH2:29][C@H:24]([NH:23][C:2]2[CH:9]=[C:8]([N:10]3[C:18]4[CH2:17][C:16]([CH3:20])([CH3:19])[CH2:15][C:14](=[O:21])[C:13]=4[C:12]([CH3:22])=[CH:11]3)[CH:7]=[CH:6][C:3]=2[C:4]([NH2:5])=[O:34])[CH2:25][CH2:26]1. The reactants are Br[C:2]1[CH:9]=[C:8]([N:10]2[C:18]3[CH2:17][C:16]([CH3:20])([CH3:19])[CH2:15][C:14](=[O:21])[C:13]=3[C:12]([CH3:22])=[CH:11]2)[CH:7]=[CH:6][C:3]=1[C:4]#[N:5].[NH2:23][C@H:24]1[CH2:29][CH2:28][C@H:27]([OH:30])[CH2:26][CH2:25]1.CC(C)([O-:34])C.[Na+].C1(C)C=CC=CC=1.